Dataset: Peptide-MHC class II binding affinity with 134,281 pairs from IEDB. Task: Regression. Given a peptide amino acid sequence and an MHC pseudo amino acid sequence, predict their binding affinity value. This is MHC class II binding data. (1) The peptide sequence is SQWGWCGSTDEYCSP. The MHC is HLA-DPA10201-DPB10501 with pseudo-sequence HLA-DPA10201-DPB10501. The binding affinity (normalized) is 0. (2) The peptide sequence is EIPSFRWTQSLRRGL. The MHC is DRB1_1302 with pseudo-sequence DRB1_1302. The binding affinity (normalized) is 0.205. (3) The peptide sequence is GSEGNHSLLDGALVI. The MHC is DRB1_0101 with pseudo-sequence DRB1_0101. The binding affinity (normalized) is 0.611. (4) The peptide sequence is FRNVLSIAPIMFSNKM. The MHC is DRB1_0404 with pseudo-sequence DRB1_0404. The binding affinity (normalized) is 0.808.